From a dataset of Forward reaction prediction with 1.9M reactions from USPTO patents (1976-2016). Predict the product of the given reaction. Given the reactants [CH:1]1([CH:4]([C:11]2[CH:12]=[C:13]([CH:29]=[CH:30][CH:31]=2)[O:14][CH2:15][CH:16]2[CH2:21][CH2:20][N:19](C(OC(C)(C)C)=O)[CH2:18][CH2:17]2)[CH2:5][C:6]([O:8][CH2:9][CH3:10])=[O:7])[CH2:3][CH2:2]1.[ClH:32].C(OCC)(=O)C, predict the reaction product. The product is: [ClH:32].[CH:1]1([CH:4]([C:11]2[CH:31]=[CH:30][CH:29]=[C:13]([O:14][CH2:15][CH:16]3[CH2:21][CH2:20][NH:19][CH2:18][CH2:17]3)[CH:12]=2)[CH2:5][C:6]([O:8][CH2:9][CH3:10])=[O:7])[CH2:3][CH2:2]1.